From a dataset of Catalyst prediction with 721,799 reactions and 888 catalyst types from USPTO. Predict which catalyst facilitates the given reaction. (1) Reactant: C([O-])([O-])=O.[K+].[K+].[NH:7]1[CH2:12][CH2:11][O:10][CH2:9][CH2:8]1.Br[CH2:14][C:15]#[N:16].N#N. The catalyst class is: 10. Product: [O:10]1[CH2:11][CH2:12][N:7]([CH2:14][C:15]#[N:16])[CH2:8][CH2:9]1. (2) Reactant: [CH3:1][C:2]1[C:6]2[CH:7]=[CH:8][CH:9]=[CH:10][C:5]=2[O:4][C:3]=1[CH:11]([NH:20][C:21]1[CH:29]=[CH:28][C:24]([C:25](O)=[O:26])=[CH:23][CH:22]=1)[CH2:12][O:13][C:14]1[CH:19]=[CH:18][CH:17]=[CH:16][CH:15]=1.[CH3:30][NH:31][CH2:32][CH2:33][C:34]([O:36][CH2:37][CH3:38])=[O:35].O.ON1C2C=CC=CC=2N=N1.Cl. Product: [CH3:30][N:31]([C:25]([C:24]1[CH:28]=[CH:29][C:21]([NH:20][CH:11]([C:3]2[O:4][C:5]3[CH:10]=[CH:9][CH:8]=[CH:7][C:6]=3[C:2]=2[CH3:1])[CH2:12][O:13][C:14]2[CH:19]=[CH:18][CH:17]=[CH:16][CH:15]=2)=[CH:22][CH:23]=1)=[O:26])[CH2:32][CH2:33][C:34]([O:36][CH2:37][CH3:38])=[O:35]. The catalyst class is: 289. (3) Reactant: [Cl:1][C:2]1[C:10]2[CH:9]=[CH:8][CH:7]=[CH:6][C:5]=2[N:4]2[CH:11]([CH:28]3[CH2:30][CH2:29]3)[O:12][C:13]3[CH:18]=[CH:17][C:16](B4OC(C)(C)C(C)(C)O4)=[CH:15][C:14]=3[C:3]=12.Br[C:32]1[C:33]([N:52]([CH3:57])[S:53]([CH3:56])(=[O:55])=[O:54])=[CH:34][C:35]2[O:39][C:38]([C:40]3[CH:45]=[CH:44][C:43]([F:46])=[CH:42][CH:41]=3)=[C:37]([C:47]([NH:49][CH3:50])=[O:48])[C:36]=2[CH:51]=1. Product: [Cl:1][C:2]1[C:10]2[CH:9]=[CH:8][CH:7]=[CH:6][C:5]=2[N:4]2[CH:11]([CH:28]3[CH2:30][CH2:29]3)[O:12][C:13]3[CH:18]=[CH:17][C:16]([C:32]4[C:33]([N:52]([CH3:57])[S:53]([CH3:56])(=[O:55])=[O:54])=[CH:34][C:35]5[O:39][C:38]([C:40]6[CH:45]=[CH:44][C:43]([F:46])=[CH:42][CH:41]=6)=[C:37]([C:47]([NH:49][CH3:50])=[O:48])[C:36]=5[CH:51]=4)=[CH:15][C:14]=3[C:3]=12. The catalyst class is: 151. (4) Reactant: [CH2:1]([N:8]1[CH2:13][CH2:12][C:11](=[O:14])[CH2:10][CH2:9]1)[C:2]1[CH:7]=[CH:6][CH:5]=[CH:4][CH:3]=1.[C-:15]#[N:16].[K+].Cl. Product: [CH2:1]([N:8]1[CH2:13][CH2:12][C:11]([OH:14])([C:15]#[N:16])[CH2:10][CH2:9]1)[C:2]1[CH:3]=[CH:4][CH:5]=[CH:6][CH:7]=1. The catalyst class is: 280. (5) Reactant: [N:1]([CH:4]1[CH2:9][CH:8]([C:10]2[CH:15]=[CH:14][C:13]([F:16])=[CH:12][C:11]=2[Cl:17])[CH2:7][CH2:6][C:5]1=[O:18])=[N+]=[N-].[H-].[H-].[H-].[H-].[Li+].[Al+3].O. Product: [NH2:1][CH:4]1[CH2:9][CH:8]([C:10]2[CH:15]=[CH:14][C:13]([F:16])=[CH:12][C:11]=2[Cl:17])[CH2:7][CH2:6][CH:5]1[OH:18]. The catalyst class is: 1.